This data is from Forward reaction prediction with 1.9M reactions from USPTO patents (1976-2016). The task is: Predict the product of the given reaction. (1) Given the reactants [Br:1][C:2]1[CH:3]=[C:4]2[C:8](=[CH:9][CH:10]=1)[NH:7][CH:6]=[CH:5]2.[BH3-]C#N.[Na+], predict the reaction product. The product is: [Br:1][C:2]1[CH:3]=[C:4]2[C:8](=[CH:9][CH:10]=1)[NH:7][CH2:6][CH2:5]2. (2) Given the reactants [CH3:1][O:2][CH2:3][CH2:4][C:5]1[N:6]([CH2:32][CH2:33][CH3:34])[C:7]2[C:16]3[CH:15]=[CH:14][C:13]([O:17][CH:18]4[CH2:23][CH2:22][N:21]([C:24]([O:26][C:27]([CH3:30])([CH3:29])[CH3:28])=[O:25])[CH2:20][CH2:19]4)=[CH:12][C:11]=3[N:10]=[CH:9][C:8]=2[N:31]=1.C1C=C(Cl)C=C(C(OO)=O)C=1.[OH-].[NH4+:47].C1(C)C=CC(S(Cl)(=O)=O)=CC=1, predict the reaction product. The product is: [NH2:47][C:9]1[C:8]2[N:31]=[C:5]([CH2:4][CH2:3][O:2][CH3:1])[N:6]([CH2:32][CH2:33][CH3:34])[C:7]=2[C:16]2[CH:15]=[CH:14][C:13]([O:17][CH:18]3[CH2:23][CH2:22][N:21]([C:24]([O:26][C:27]([CH3:28])([CH3:29])[CH3:30])=[O:25])[CH2:20][CH2:19]3)=[CH:12][C:11]=2[N:10]=1. (3) Given the reactants Cl.[CH3:2][O:3][C:4](=[O:38])/[CH:5]=[CH:6]/[C:7]1[CH:8]=[C:9]2[C:34](=[CH:35][CH:36]=1)[O:33][C:12]1([CH2:16][CH2:15][N:14](C(=O)[C@H](C3C=CC4C(=CC=C(OC)C=4)C=3)C)[CH2:13]1)[CH2:11][C:10]2=[O:37], predict the reaction product. The product is: [CH3:2][O:3][C:4](=[O:38])/[CH:5]=[CH:6]/[C:7]1[CH:8]=[C:9]2[C:34](=[CH:35][CH:36]=1)[O:33][C:12]1([CH2:16][CH2:15][NH:14][CH2:13]1)[CH2:11][C:10]2=[O:37].